Predict the reaction yield, written as a fraction of the theoretical maximum amount of product (1.0 means a 100% yield; for example, 0.34 means a 34% yield). From a dataset of Reaction yield outcomes from USPTO patents with 853,638 reactions. The reactants are [Br:1][C:2]1[N:7]=[C:6]([C:8](=[O:28])[CH2:9][C:10]2[CH:18]=[C:17]([CH3:19])[C:16]3[C:12](=[CH:13][N:14]([CH2:20][O:21][CH2:22][CH2:23][Si:24]([CH3:27])([CH3:26])[CH3:25])[N:15]=3)[CH:11]=2)[CH:5]=[CH:4][CH:3]=1.[BH4-].[Na+]. The catalyst is CO. The product is [Br:1][C:2]1[N:7]=[C:6]([CH:8]([OH:28])[CH2:9][C:10]2[CH:18]=[C:17]([CH3:19])[C:16]3[C:12](=[CH:13][N:14]([CH2:20][O:21][CH2:22][CH2:23][Si:24]([CH3:25])([CH3:27])[CH3:26])[N:15]=3)[CH:11]=2)[CH:5]=[CH:4][CH:3]=1. The yield is 1.00.